Task: Predict the reaction yield, written as a fraction of the theoretical maximum amount of product (1.0 means a 100% yield; for example, 0.34 means a 34% yield).. Dataset: Reaction yield outcomes from USPTO patents with 853,638 reactions (1) The reactants are CCCP(=O)=O.Cl.[Cl:8][C:9]1[CH:14]=[CH:13][C:12]([CH:15]2[CH2:20][CH2:19][CH2:18][NH:17][CH2:16]2)=[C:11]([CH3:21])[CH:10]=1.[CH:22]([N:25]1[CH:29]=[C:28]([C:30](O)=[O:31])[CH:27]=[N:26]1)([CH3:24])[CH3:23]. The catalyst is C(Cl)Cl. The product is [Cl:8][C:9]1[CH:14]=[CH:13][C:12]([CH:15]2[CH2:20][CH2:19][CH2:18][N:17]([C:30]([C:28]3[CH:27]=[N:26][N:25]([CH:22]([CH3:24])[CH3:23])[CH:29]=3)=[O:31])[CH2:16]2)=[C:11]([CH3:21])[CH:10]=1. The yield is 0.690. (2) The reactants are [C:1]([C:5]1[CH:6]=[C:7]([NH:11][C:12](=[O:20])[C:13]2[CH:18]=[CH:17][CH:16]=[N:15][C:14]=2Cl)[CH:8]=[CH:9][CH:10]=1)([CH3:4])([CH3:3])[CH3:2].[F:21][C:22]1[CH:23]=[C:24](B(O)O)[CH:25]=[CH:26][CH:27]=1.C1(C)C=CC=CC=1.C(=O)([O-])[O-].[K+].[K+]. The product is [C:1]([C:5]1[CH:6]=[C:7]([NH:11][C:12](=[O:20])[C:13]2[CH:18]=[CH:17][CH:16]=[N:15][C:14]=2[C:26]2[CH:25]=[CH:24][CH:23]=[C:22]([F:21])[CH:27]=2)[CH:8]=[CH:9][CH:10]=1)([CH3:4])([CH3:3])[CH3:2]. The catalyst is O.CCOC(C)=O.C1C=CC([P]([Pd]([P](C2C=CC=CC=2)(C2C=CC=CC=2)C2C=CC=CC=2)([P](C2C=CC=CC=2)(C2C=CC=CC=2)C2C=CC=CC=2)[P](C2C=CC=CC=2)(C2C=CC=CC=2)C2C=CC=CC=2)(C2C=CC=CC=2)C2C=CC=CC=2)=CC=1. The yield is 0.990. (3) The reactants are [CH:1]([N:4]1[CH2:9][CH2:8][CH:7]([O:10][C:11]2[CH:16]=[CH:15][C:14]([N+:17]([O-])=O)=[CH:13][C:12]=2OC)[CH2:6][CH2:5]1)([CH3:3])[CH3:2].[H][H]. The catalyst is CO.[OH-].[OH-].[Pd+2]. The product is [CH:1]([N:4]1[CH2:9][CH2:8][CH:7]([O:10][C:11]2[CH:12]=[CH:13][C:14]([NH2:17])=[CH:15][CH:16]=2)[CH2:6][CH2:5]1)([CH3:3])[CH3:2]. The yield is 0.870. (4) The yield is 0.450. The product is [F:1][C:2]1[C:14]([I:19])=[CH:13][C:5]2[CH2:6][C:7](=[O:12])[CH:8]3[CH2:11][CH:10]([C:4]=2[CH:3]=1)[CH2:9]3. The reactants are [F:1][C:2]1[C:14]([Sn](C)(C)C)=[CH:13][C:5]2[CH2:6][C:7](=[O:12])[CH:8]3[CH2:11][CH:10]([C:4]=2[CH:3]=1)[CH2:9]3.[I:19]I.BrC1C(F)=CC2C3CC(C(=O)CC=2C=1)C3.[SnH4]. The catalyst is C(Cl)(Cl)Cl. (5) The reactants are [Cl:1][C:2]1[C:7]([CH:8]([C:10]2[CH:15]=[C:14]([O:16][CH3:17])[C:13]([O:18][CH3:19])=[CH:12][C:11]=2[CH:20]([CH3:22])[CH3:21])O)=[CH:6][N:5]=[C:4]([S:23][CH3:24])[N:3]=1.C([SiH](CC)CC)C.FC(F)(F)C(O)=O. The catalyst is C(Cl)Cl. The product is [Cl:1][C:2]1[C:7]([CH2:8][C:10]2[CH:15]=[C:14]([O:16][CH3:17])[C:13]([O:18][CH3:19])=[CH:12][C:11]=2[CH:20]([CH3:21])[CH3:22])=[CH:6][N:5]=[C:4]([S:23][CH3:24])[N:3]=1. The yield is 0.910.